This data is from Forward reaction prediction with 1.9M reactions from USPTO patents (1976-2016). The task is: Predict the product of the given reaction. Given the reactants [C:1]([C:5]1[CH:6]=[C:7]([NH2:10])[NH:8][N:9]=1)([CH3:4])([CH3:3])[CH3:2].I[C:12]1[CH:13]=[C:14]([OH:18])[CH:15]=[CH:16][CH:17]=1.CN[C@H]1CCCC[C@@H]1NC.C(=O)([O-])[O-].[K+].[K+], predict the reaction product. The product is: [NH2:10][C:7]1[N:8]([C:13]2[CH:12]=[CH:17][CH:16]=[CH:15][C:14]=2[OH:18])[N:9]=[C:5]([C:1]([CH3:4])([CH3:3])[CH3:2])[CH:6]=1.